From a dataset of Catalyst prediction with 721,799 reactions and 888 catalyst types from USPTO. Predict which catalyst facilitates the given reaction. Reactant: [Cl-].[Ce+3].[Cl-].[Cl-].[CH:5](/[Mg]Br)=[CH:6]\[CH3:7].CON(C)[C:13](=[O:45])[CH2:14][N:15]([C@@H:23]([C:33](=[CH2:44])[CH2:34][CH2:35][O:36][Si:37]([CH3:43])([CH3:42])[C:38]([CH3:41])([CH3:40])[CH3:39])[CH2:24][O:25][Si:26]([CH3:32])([CH3:31])[C:27]([CH3:30])([CH3:29])[CH3:28])[C:16](=[O:22])[O:17][C:18]([CH3:21])([CH3:20])[CH3:19]. Product: [CH3:28][C:27]([CH3:30])([Si:26]([CH3:31])([CH3:32])[O:25][CH2:24][C@@H:23]([N:15]([CH2:14][C:13](=[O:45])[CH:5]=[CH:6][CH3:7])[C:16](=[O:22])[O:17][C:18]([CH3:21])([CH3:20])[CH3:19])[C:33](=[CH2:44])[CH2:34][CH2:35][O:36][Si:37]([CH3:42])([CH3:43])[C:38]([CH3:39])([CH3:40])[CH3:41])[CH3:29]. The catalyst class is: 1.